This data is from Full USPTO retrosynthesis dataset with 1.9M reactions from patents (1976-2016). The task is: Predict the reactants needed to synthesize the given product. (1) Given the product [Cl:11][C:4]1[CH:3]=[C:2]([NH:15][C:14]2[CH:16]=[CH:17][C:18]([F:20])=[CH:19][C:13]=2[F:12])[CH:7]=[C:6]([N+:8]([O-:10])=[O:9])[CH:5]=1, predict the reactants needed to synthesize it. The reactants are: Br[C:2]1[CH:7]=[C:6]([N+:8]([O-:10])=[O:9])[CH:5]=[C:4]([Cl:11])[CH:3]=1.[F:12][C:13]1[CH:19]=[C:18]([F:20])[CH:17]=[CH:16][C:14]=1[NH2:15].C1C=CC(P(C2C(C3C(P(C4C=CC=CC=4)C4C=CC=CC=4)=CC=C4C=3C=CC=C4)=C3C(C=CC=C3)=CC=2)C2C=CC=CC=2)=CC=1.CC([O-])(C)C.[Na+]. (2) Given the product [F:1][C:2]1[CH:10]=[C:9]([C:11]([F:17])([F:16])[C:12]([F:15])([F:14])[F:13])[CH:8]=[CH:7][C:3]=1[C:4]([Cl:20])=[O:5], predict the reactants needed to synthesize it. The reactants are: [F:1][C:2]1[CH:10]=[C:9]([C:11]([F:17])([F:16])[C:12]([F:15])([F:14])[F:13])[CH:8]=[CH:7][C:3]=1[C:4](O)=[O:5].S(Cl)([Cl:20])=O. (3) Given the product [Br:21][C:22]1[N:24]=[CH:10][N:9]([CH3:13])[C:8]=1[C:5]1[CH:4]=[CH:3][C:2]([Cl:1])=[CH:7][CH:6]=1, predict the reactants needed to synthesize it. The reactants are: [Cl:1][C:2]1[CH:7]=[CH:6][C:5]([C:8]2[N:9]([CH3:13])[CH:10]=CN=2)=[CH:4][CH:3]=1.C1C(=O)N([Br:21])C(=O)C1.[C:22](#[N:24])C. (4) Given the product [F:2][C:3]1([F:9])[CH2:8][CH2:7][N:6]([CH2:18][CH2:17][NH:16][C:15](=[O:20])[O:14][C:10]([CH3:13])([CH3:12])[CH3:11])[CH2:5][CH2:4]1, predict the reactants needed to synthesize it. The reactants are: Cl.[F:2][C:3]1([F:9])[CH2:8][CH2:7][NH:6][CH2:5][CH2:4]1.[C:10]([O:14][C:15](=[O:20])[NH:16][CH2:17][CH2:18]Br)([CH3:13])([CH3:12])[CH3:11].C(N(CC)C(C)C)(C)C.